This data is from Experimentally validated miRNA-target interactions with 360,000+ pairs, plus equal number of negative samples. The task is: Binary Classification. Given a miRNA mature sequence and a target amino acid sequence, predict their likelihood of interaction. (1) The miRNA is hsa-miR-548c-3p with sequence CAAAAAUCUCAAUUACUUUUGC. The protein sequence of the target gene is MHRARWLTPVIPALWEAEAGRSRGQEIETILANKKQSAMPWDQDPEQSTGNYSEDEQNGKQKWREEGEAGRKREREKEEKNEKELQDEQENKRKRENEKQKQYPEKRLVSKSLMHTLWAKFKLNRCPTIQESLSLSFEFDMTHKQISQWFCKTRKKYNKEMSKRKHKKKHMRWRSLCCQGWSRTPALK. Result: 1 (interaction). (2) The miRNA is mmu-miR-129-5p with sequence CUUUUUGCGGUCUGGGCUUGC. The protein sequence of the target gene is MMATQTLSIDSYQDGQQMQVVTELKTEQDPNCSDPDAEGVSPPPIESQTPMDADKQAIYRHPLFPLLALLFEKCEQSTQGSEGTTSASFDVDIENFVRKQEKDGKPFFCEDPETDNLMVKAIQVLRIHLLELEKVNELCKDFCSRYIACLKTKMNSETLLSGEPGSPYSPVQSQQIQSAITGTLSPQGIVVPASALQQGNVTMATVAGGTVYQPVTVVTPQGQVVTQALSPGTIRIQNSQLQLQLNQDLSILHQEDGSSKNKRGVLPKHATNVMRSWLFQHIGHPYPTEDEKKQIAAQTN.... Result: 1 (interaction).